Dataset: Full USPTO retrosynthesis dataset with 1.9M reactions from patents (1976-2016). Task: Predict the reactants needed to synthesize the given product. (1) Given the product [N:28]1([C:24]([C:16]2[CH:15]=[C:14]([O:13][CH:4]3[C:3]4[C:8](=[CH:9][C:10]([F:12])=[CH:11][C:2]=4[F:1])[O:7][CH2:6][CH2:5]3)[C:22]3[N:21]=[C:20]([CH3:23])[NH:19][C:18]=3[CH:17]=2)=[O:26])[CH2:31][CH2:30][CH2:29]1, predict the reactants needed to synthesize it. The reactants are: [F:1][C:2]1[CH:11]=[C:10]([F:12])[CH:9]=[C:8]2[C:3]=1[CH:4]([O:13][C:14]1[C:22]3[N:21]=[C:20]([CH3:23])[NH:19][C:18]=3[CH:17]=[C:16]([C:24]([OH:26])=O)[CH:15]=1)[CH2:5][CH2:6][O:7]2.Cl.[NH:28]1[CH2:31][CH2:30][CH2:29]1. (2) The reactants are: [C:1]1([S:7]([NH2:10])(=[O:9])=[O:8])[CH:6]=[CH:5][CH:4]=[CH:3][CH:2]=1.[NH2:11][CH2:12][CH2:13][CH2:14][C:15]([NH2:26])([C:19]([O:21]C(C)(C)C)=[O:20])C(O)=O.C1C=CC(O[C:34](OC2C=CC=CC=2)=[N:35][C:36]#[N:37])=CC=1.[NH3:45]. Given the product [C:1]1([S:7]([NH2:10])(=[O:9])=[O:8])[CH:6]=[CH:5][CH:4]=[CH:3][CH:2]=1.[C:34]([N:35]=[C:36]([NH2:37])[NH:11][CH2:12][CH2:13][CH2:14][CH:15]([NH2:26])[C:19]([OH:21])=[O:20])#[N:45], predict the reactants needed to synthesize it.